Dataset: NCI-60 drug combinations with 297,098 pairs across 59 cell lines. Task: Regression. Given two drug SMILES strings and cell line genomic features, predict the synergy score measuring deviation from expected non-interaction effect. (1) Drug 1: C1CC(=O)NC(=O)C1N2C(=O)C3=CC=CC=C3C2=O. Drug 2: C(CCl)NC(=O)N(CCCl)N=O. Cell line: DU-145. Synergy scores: CSS=2.80, Synergy_ZIP=-0.940, Synergy_Bliss=1.20, Synergy_Loewe=1.44, Synergy_HSA=0.679. (2) Drug 1: CCCCCOC(=O)NC1=NC(=O)N(C=C1F)C2C(C(C(O2)C)O)O. Drug 2: C1=NC(=NC(=O)N1C2C(C(C(O2)CO)O)O)N. Cell line: UACC-257. Synergy scores: CSS=0.513, Synergy_ZIP=-2.03, Synergy_Bliss=-2.32, Synergy_Loewe=-5.41, Synergy_HSA=-2.97. (3) Drug 1: CN1C(=O)N2C=NC(=C2N=N1)C(=O)N. Drug 2: C1CCC(C(C1)N)N.C(=O)(C(=O)[O-])[O-].[Pt+4]. Cell line: NCI-H522. Synergy scores: CSS=25.7, Synergy_ZIP=-3.17, Synergy_Bliss=3.22, Synergy_Loewe=-19.5, Synergy_HSA=4.64. (4) Drug 1: COC1=CC(=CC(=C1O)OC)C2C3C(COC3=O)C(C4=CC5=C(C=C24)OCO5)OC6C(C(C7C(O6)COC(O7)C8=CC=CS8)O)O. Drug 2: C1=NC2=C(N=C(N=C2N1C3C(C(C(O3)CO)O)F)Cl)N. Cell line: COLO 205. Synergy scores: CSS=51.0, Synergy_ZIP=-5.48, Synergy_Bliss=-6.75, Synergy_Loewe=-3.95, Synergy_HSA=-0.941. (5) Drug 1: CC1CCC2CC(C(=CC=CC=CC(CC(C(=O)C(C(C(=CC(C(=O)CC(OC(=O)C3CCCCN3C(=O)C(=O)C1(O2)O)C(C)CC4CCC(C(C4)OC)O)C)C)O)OC)C)C)C)OC. Drug 2: C1C(C(OC1N2C=NC3=C2NC=NCC3O)CO)O. Cell line: OVCAR3. Synergy scores: CSS=23.5, Synergy_ZIP=-3.39, Synergy_Bliss=2.32, Synergy_Loewe=0.693, Synergy_HSA=-0.458. (6) Drug 1: C1CCC(C1)C(CC#N)N2C=C(C=N2)C3=C4C=CNC4=NC=N3. Drug 2: CC1=C2C(C(=O)C3(C(CC4C(C3C(C(C2(C)C)(CC1OC(=O)C(C(C5=CC=CC=C5)NC(=O)OC(C)(C)C)O)O)OC(=O)C6=CC=CC=C6)(CO4)OC(=O)C)O)C)O. Cell line: HCC-2998. Synergy scores: CSS=31.7, Synergy_ZIP=11.4, Synergy_Bliss=11.0, Synergy_Loewe=-35.2, Synergy_HSA=7.54. (7) Drug 1: C1=NC2=C(N1)C(=S)N=C(N2)N. Drug 2: CCN(CC)CCCC(C)NC1=C2C=C(C=CC2=NC3=C1C=CC(=C3)Cl)OC. Cell line: IGROV1. Synergy scores: CSS=38.9, Synergy_ZIP=-0.188, Synergy_Bliss=5.59, Synergy_Loewe=-6.93, Synergy_HSA=4.57.